From a dataset of Peptide-MHC class II binding affinity with 134,281 pairs from IEDB. Regression. Given a peptide amino acid sequence and an MHC pseudo amino acid sequence, predict their binding affinity value. This is MHC class II binding data. (1) The peptide sequence is VDSIGMLPRFTP. The MHC is DRB3_0101 with pseudo-sequence DRB3_0101. The binding affinity (normalized) is 0. (2) The peptide sequence is GNQNFLTVFDSTSCN. The MHC is HLA-DPA10301-DPB10402 with pseudo-sequence HLA-DPA10301-DPB10402. The binding affinity (normalized) is 0.672. (3) The peptide sequence is SPTEFTSISSNSGNL. The binding affinity (normalized) is 0. The MHC is DRB3_0101 with pseudo-sequence DRB3_0101. (4) The peptide sequence is GLIYNRMGAVTTESAFGLIC. The MHC is DRB1_0403 with pseudo-sequence DRB1_0403. The binding affinity (normalized) is 0.391. (5) The binding affinity (normalized) is 0.271. The MHC is DRB1_0301 with pseudo-sequence DRB1_0301. The peptide sequence is AGAEPAGKATTEEQK. (6) The peptide sequence is VPFNVAQAYCIGKLK. The MHC is H-2-IAb with pseudo-sequence H-2-IAb. The binding affinity (normalized) is 0.383. (7) The peptide sequence is LHQLWPYLKATSQVI. The MHC is DRB1_0101 with pseudo-sequence DRB1_0101. The binding affinity (normalized) is 0.917.